Dataset: Full USPTO retrosynthesis dataset with 1.9M reactions from patents (1976-2016). Task: Predict the reactants needed to synthesize the given product. (1) Given the product [CH3:8][N:9]1[N:25]=[CH:24][C:23]2[NH:22][C:21](=[O:26])[C@@H:20]([CH:27]([CH3:29])[CH3:28])[CH2:19][CH2:18][CH2:17][C@H:16]([NH:30][C:31](=[O:37])[O:32][C:33]([CH3:36])([CH3:35])[CH3:34])[C:15]3[CH:38]=[C:11]([CH:12]=[CH:13][N:14]=3)[C:10]1=2, predict the reactants needed to synthesize it. The reactants are: FC(F)(F)C(O)=O.[CH3:8][N:9]1[N:25]=[CH:24][C:23]2[NH:22][C:21](=[O:26])[C@@H:20]([CH:27]([CH3:29])[CH3:28])[CH:19]=[CH:18][CH2:17][C@H:16]([NH:30][C:31](=[O:37])[O:32][C:33]([CH3:36])([CH3:35])[CH3:34])[C:15]3[CH:38]=[C:11]([CH:12]=[CH:13][N:14]=3)[C:10]1=2. (2) Given the product [C:24]([O:23][C:21]([O:5][CH:4]([C:3]1[CH:6]=[C:7]([F:10])[CH:8]=[CH:9][C:2]=1[F:1])[C:13]1[N:12]([CH3:11])[C:16]2[CH:17]=[CH:18][CH:19]=[CH:20][C:15]=2[N:14]=1)=[O:22])([CH3:27])([CH3:26])[CH3:25], predict the reactants needed to synthesize it. The reactants are: [F:1][C:2]1[CH:9]=[CH:8][C:7]([F:10])=[CH:6][C:3]=1[CH:4]=[O:5].[CH3:11][N:12]1[C:16]2[CH:17]=[CH:18][CH:19]=[CH:20][C:15]=2[N:14]=[CH:13]1.[C:21](O[C:21]([O:23][C:24]([CH3:27])([CH3:26])[CH3:25])=[O:22])([O:23][C:24]([CH3:27])([CH3:26])[CH3:25])=[O:22]. (3) The reactants are: [N:1]([CH2:4][CH2:5][CH2:6][C:7]1([C:28]2[CH:33]=[CH:32][CH:31]=[CH:30][CH:29]=2)[N:11]([C:12]([NH:14][O:15][C:16]([CH3:19])([CH3:18])[CH3:17])=[O:13])[N:10]=[C:9]([C:20]2[CH:25]=[C:24]([F:26])[CH:23]=[CH:22][C:21]=2[F:27])[S:8]1)=[N+:2]=[N-:3].I[CH3:35].[H-].[Na+]. Given the product [N:1]([CH2:4][CH2:5][CH2:6][C:7]1([C:28]2[CH:33]=[CH:32][CH:31]=[CH:30][CH:29]=2)[N:11]([C:12]([N:14]([O:15][C:16]([CH3:17])([CH3:19])[CH3:18])[CH3:35])=[O:13])[N:10]=[C:9]([C:20]2[CH:25]=[C:24]([F:26])[CH:23]=[CH:22][C:21]=2[F:27])[S:8]1)=[N+:2]=[N-:3], predict the reactants needed to synthesize it.